Binary Classification. Given a T-cell receptor sequence (or CDR3 region) and an epitope sequence, predict whether binding occurs between them. From a dataset of TCR-epitope binding with 47,182 pairs between 192 epitopes and 23,139 TCRs. (1) The epitope is YYRRATRRIR. The TCR CDR3 sequence is CALAGETGELFF. Result: 0 (the TCR does not bind to the epitope). (2) The epitope is AMFWSVPTV. The TCR CDR3 sequence is CASSWDGNTEAFF. Result: 0 (the TCR does not bind to the epitope). (3) The epitope is KAYNVTQAF. The TCR CDR3 sequence is CASSYFNTEAFF. Result: 1 (the TCR binds to the epitope). (4) The epitope is NLSALGIFST. The TCR CDR3 sequence is CASSKLGGPDEQFF. Result: 1 (the TCR binds to the epitope). (5) The epitope is FTISVTTEIL. The TCR CDR3 sequence is CASSPSGIANTGELFF. Result: 1 (the TCR binds to the epitope). (6) The epitope is RAKFKQLL. The TCR CDR3 sequence is CSASDVNEQFF. Result: 0 (the TCR does not bind to the epitope). (7) The epitope is RLQSLQTYV. The TCR CDR3 sequence is CASSLAGPNNEQFF. Result: 0 (the TCR does not bind to the epitope). (8) The epitope is TEKSNIIRGW. The TCR CDR3 sequence is CASSLYPGLGGYNEQFF. Result: 0 (the TCR does not bind to the epitope).